Predict which catalyst facilitates the given reaction. From a dataset of Catalyst prediction with 721,799 reactions and 888 catalyst types from USPTO. (1) Reactant: [C:1]([O:5][C:6]([N:8]1[CH2:14][CH2:13][C:12]2[CH:15]=[C:16]([N+:20]([O-:22])=[O:21])[C:17]([OH:19])=[CH:18][C:11]=2[CH2:10][CH2:9]1)=[O:7])([CH3:4])([CH3:3])[CH3:2].C(N(CC)CC)C.[F:30][C:31]([F:37])([F:36])[S:32](Cl)(=[O:34])=[O:33]. Product: [C:1]([O:5][C:6]([N:8]1[CH2:9][CH2:10][C:11]2[CH:18]=[C:17]([O:19][S:32]([C:31]([F:37])([F:36])[F:30])(=[O:34])=[O:33])[C:16]([N+:20]([O-:22])=[O:21])=[CH:15][C:12]=2[CH2:13][CH2:14]1)=[O:7])([CH3:4])([CH3:2])[CH3:3]. The catalyst class is: 21. (2) Reactant: [H-].[Na+].[Cl:3][C:4]1[CH:9]=[CH:8][C:7]([C@H:10]([N:13]2[CH:18]=[CH:17][C:16]([C:19]3[CH:24]=[CH:23][N:22]=[C:21]([NH:25][CH:26]4[CH2:31][CH2:30][O:29][CH2:28][CH2:27]4)[N:20]=3)=[CH:15][C:14]2=[O:32])[CH2:11][OH:12])=[CH:6][C:5]=1[F:33].[I-].[Na+].[CH3:36][S:37][CH2:38]Cl. Product: [Cl:3][C:4]1[CH:9]=[CH:8][C:7]([C@H:10]([N:13]2[CH:18]=[CH:17][C:16]([C:19]3[CH:24]=[CH:23][N:22]=[C:21]([NH:25][CH:26]4[CH2:31][CH2:30][O:29][CH2:28][CH2:27]4)[N:20]=3)=[CH:15][C:14]2=[O:32])[CH2:11][O:12][CH2:36][S:37][CH3:38])=[CH:6][C:5]=1[F:33]. The catalyst class is: 3. (3) Reactant: [NH:1]1[CH:5]=[C:4]([CH2:6][CH2:7][CH2:8][CH2:9][CH2:10][CH:11]2[CH2:16][CH2:15][N:14](C(OC(C)(C)C)=O)[CH2:13][CH2:12]2)[N:3]=[N:2]1.Cl.O1CCOCC1. Product: [NH:1]1[CH:5]=[C:4]([CH2:6][CH2:7][CH2:8][CH2:9][CH2:10][CH:11]2[CH2:16][CH2:15][NH:14][CH2:13][CH2:12]2)[N:3]=[N:2]1. The catalyst class is: 25. (4) Reactant: [CH3:1][CH:2]([CH3:17])[CH2:3][CH2:4][C:5]1[C:6](=O)[CH2:7][CH2:8][CH2:9][C:10]=1[O:11]CC(C)C.[CH2:18]([Li])[CH3:19]. Product: [CH2:18]([C:6]1[CH2:7][CH2:8][CH2:9][C:10](=[O:11])[C:5]=1[CH2:4][CH2:3][CH:2]([CH3:1])[CH3:17])[CH3:19]. The catalyst class is: 28. (5) Reactant: Br[C:2]1[CH:3]=[N:4][N:5]([C:18]2[CH:23]=[CH:22][C:21]([F:24])=[CH:20][CH:19]=2)[C:6]=1[C:7]1[CH:17]=[CH:16][C:10]2[O:11][CH2:12][C:13](=[O:15])[NH:14][C:9]=2[CH:8]=1.C([Li])CCC.[F:30]N(S(C1C=CC=CC=1)(=O)=O)S(C1C=CC=CC=1)(=O)=O.O. Product: [F:30][C:2]1[CH:3]=[N:4][N:5]([C:18]2[CH:23]=[CH:22][C:21]([F:24])=[CH:20][CH:19]=2)[C:6]=1[C:7]1[CH:17]=[CH:16][C:10]2[O:11][CH2:12][C:13](=[O:15])[NH:14][C:9]=2[CH:8]=1. The catalyst class is: 1. (6) Reactant: [Cl:1][C:2]1[C:11]([CH2:12][C:13]2[CH:18]=[CH:17][C:16](SC)=[CH:15][CH:14]=2)=[C:10]([Cl:21])[C:9]2[C:4](=[CH:5][CH:6]=[C:7]([C:22]([C:30]3[C:31]([CH3:37])=[N:32][C:33]([CH3:36])=[CH:34][CH:35]=3)([C:24]3[N:28]([CH3:29])[N:27]=[N:26][CH:25]=3)[OH:23])[CH:8]=2)[N:3]=1.ClC1C=CC=C(C(OO)=O)C=1.[CH3:49][S:50]([O-:53])(=O)=[O:51].CS(C1C=CC=C[N+]=1[O-])(=O)=O.BrP(Br)Br.C([O-])([O-])=O.[K+].[K+]. Product: [Cl:1][C:2]1[C:11]([CH2:12][C:13]2[CH:14]=[CH:15][C:16]([S:50]([CH3:49])(=[O:53])=[O:51])=[CH:17][CH:18]=2)=[C:10]([Cl:21])[C:9]2[C:4](=[CH:5][CH:6]=[C:7]([C:22]([C:30]3[C:31]([CH3:37])=[N:32][C:33]([CH3:36])=[CH:34][CH:35]=3)([C:24]3[N:28]([CH3:29])[N:27]=[N:26][CH:25]=3)[OH:23])[CH:8]=2)[N:3]=1. The catalyst class is: 85. (7) Reactant: [CH:1]1([S:6]([C:9]2[CH:10]=[C:11]([CH2:15][CH2:16][CH2:17][CH2:18][O:19][CH2:20][CH2:21][CH2:22][CH2:23][CH2:24][CH2:25][NH:26][CH2:27][CH:28]([C:30]3[N:35]=[C:34]4[CH2:36][O:37]C(C5C=CC=CC=5)[O:39][C:33]4=[CH:32][CH:31]=3)[OH:29])[CH:12]=[CH:13][CH:14]=2)(=[O:8])=[O:7])[CH2:5][CH2:4][CH2:3][CH2:2]1. Product: [CH:1]1([S:6]([C:9]2[CH:10]=[C:11]([CH2:15][CH2:16][CH2:17][CH2:18][O:19][CH2:20][CH2:21][CH2:22][CH2:23][CH2:24][CH2:25][NH:26][CH2:27][CH:28]([C:30]3[N:35]=[C:34]([CH2:36][OH:37])[C:33]([OH:39])=[CH:32][CH:31]=3)[OH:29])[CH:12]=[CH:13][CH:14]=2)(=[O:8])=[O:7])[CH2:5][CH2:4][CH2:3][CH2:2]1. The catalyst class is: 211. (8) Reactant: [CH2:1]([O:3][C:4](=[O:8])[CH2:5][N+:6]#[C-:7])[CH3:2].CO[CH:11](OC)[N:12]([CH3:14])[CH3:13]. Product: [CH2:1]([O:3][C:4](=[O:8])/[C:5](/[N+:6]#[C-:7])=[CH:11]/[N:12]([CH3:14])[CH3:13])[CH3:2]. The catalyst class is: 8. (9) The catalyst class is: 1. Product: [C:19]([O:23][C:24]([N:26]1[CH2:27][CH:28]=[C:29]([O:32][S:40]([C:43]([F:46])([F:45])[F:44])(=[O:42])=[O:41])[CH2:30][CH2:31]1)=[O:25])([CH3:22])([CH3:20])[CH3:21]. Reactant: C(NC(C)C)(C)C.[Li]CCCC.CCCCCC.[C:19]([O:23][C:24]([N:26]1[CH2:31][CH2:30][C:29](=[O:32])[CH2:28][CH2:27]1)=[O:25])([CH3:22])([CH3:21])[CH3:20].C1C=CC(N([S:40]([C:43]([F:46])([F:45])[F:44])(=[O:42])=[O:41])[S:40]([C:43]([F:46])([F:45])[F:44])(=[O:42])=[O:41])=CC=1. (10) Reactant: [CH2:1]([O:3][C:4]([C@@H:6]1[CH2:10][CH2:9][CH:8](OC)[N:7]1[C:13]([O:15][C:16]([CH3:19])([CH3:18])[CH3:17])=[O:14])=[O:5])[CH3:2].[CH2:20]([Si](C)(C)C)[CH:21]=[CH2:22].B(F)(F)F.CCOCC.C([O-])(O)=O.[Na+]. Product: [CH2:1]([O:3][C:4]([C@@H:6]1[CH2:10][CH2:9][CH:8]([CH2:22][CH:21]=[CH2:20])[N:7]1[C:13]([O:15][C:16]([CH3:17])([CH3:18])[CH3:19])=[O:14])=[O:5])[CH3:2]. The catalyst class is: 34.